This data is from Full USPTO retrosynthesis dataset with 1.9M reactions from patents (1976-2016). The task is: Predict the reactants needed to synthesize the given product. (1) Given the product [CH2:1]([O:3][C:4]1[CH:9]=[N:8][C:7]([C:10]2[CH:11]=[C:12]([CH:16]([O:30][CH3:32])[C:17]3[C:22](=[O:23])[CH:21]=[CH:20][N:19]([C:24]4[CH:25]=[N:26][N:27]([CH3:29])[CH:28]=4)[N:18]=3)[CH:13]=[CH:14][CH:15]=2)=[N:6][CH:5]=1)[CH3:2], predict the reactants needed to synthesize it. The reactants are: [CH2:1]([O:3][C:4]1[CH:5]=[N:6][C:7]([C:10]2[CH:11]=[C:12]([CH:16]([OH:30])[C:17]3[C:22](=[O:23])[CH:21]=[CH:20][N:19]([C:24]4[CH:25]=[N:26][N:27]([CH3:29])[CH:28]=4)[N:18]=3)[CH:13]=[CH:14][CH:15]=2)=[N:8][CH:9]=1)[CH3:2].I[CH3:32].[H-].[Na+].[NH4+].[Cl-]. (2) The reactants are: C([Li])CCC.[CH3:6][C:7]1[C:11]([CH3:12])=[CH:10][S:9][CH:8]=1.CN([CH:16]=[O:17])C.Cl. Given the product [CH:16]([C:8]1[S:9][CH:10]=[C:11]([CH3:12])[C:7]=1[CH3:6])=[O:17], predict the reactants needed to synthesize it. (3) The reactants are: [CH3:1][O:2][C:3]1[CH:4]=[C:5]([C:9]2[CH:14]=[CH:13][C:12]([CH2:15][C:16](O)=[O:17])=[C:11]([N+:19]([O-])=O)[CH:10]=2)[CH:6]=[CH:7][CH:8]=1. Given the product [CH3:1][O:2][C:3]1[CH:4]=[C:5]([C:9]2[CH:10]=[C:11]3[C:12]([CH2:15][C:16](=[O:17])[NH:19]3)=[CH:13][CH:14]=2)[CH:6]=[CH:7][CH:8]=1, predict the reactants needed to synthesize it. (4) The reactants are: [Br:1][C:2]1[CH:8]=[C:7]([C:9]2[CH:14]=[CH:13][N:12]=[CH:11][CH:10]=2)[CH:6]=[CH:5][C:3]=1[NH2:4].[C:15]([O:19][C:20]([NH:22][C@H:23]([CH2:27][CH:28]([CH3:30])[CH3:29])[C:24](O)=[O:25])=[O:21])([CH3:18])([CH3:17])[CH3:16].O=P(Cl)(Cl)Cl. Given the product [C:15]([O:19][C:20](=[O:21])[NH:22][C@H:23]([CH2:27][CH:28]([CH3:29])[CH3:30])[C:24]([NH:4][C:3]1[CH:5]=[CH:6][C:7]([C:9]2[CH:10]=[CH:11][N:12]=[CH:13][CH:14]=2)=[CH:8][C:2]=1[Br:1])=[O:25])([CH3:18])([CH3:17])[CH3:16], predict the reactants needed to synthesize it. (5) Given the product [F:1][C:2]([F:30])([F:31])[CH2:3][O:4][CH2:5][CH2:6][O:7][CH2:8][CH2:9][O:10][CH2:11][CH2:12][O:13][CH2:14][CH2:15][O:16][CH2:17][CH2:18][O:19][CH2:20][CH2:21][OH:22], predict the reactants needed to synthesize it. The reactants are: [F:1][C:2]([F:31])([F:30])[CH2:3][O:4][CH2:5][CH2:6][O:7][CH2:8][CH2:9][O:10][CH2:11][CH2:12][O:13][CH2:14][CH2:15][O:16][CH2:17][CH2:18][O:19][CH2:20][CH2:21][O:22]CC1C=CC=CC=1.C(O)(=O)C.